Dataset: Cav3 T-type calcium channel HTS with 100,875 compounds. Task: Binary Classification. Given a drug SMILES string, predict its activity (active/inactive) in a high-throughput screening assay against a specified biological target. The drug is O(C(=O)CCc1c(c2c(n(nc2C)C(C)(C)C)nc1C)C)CC. The result is 0 (inactive).